This data is from Full USPTO retrosynthesis dataset with 1.9M reactions from patents (1976-2016). The task is: Predict the reactants needed to synthesize the given product. (1) Given the product [Br:3][C:4]1[CH:5]=[CH:6][C:7]([O:17][CH2:18][C:19]2[CH:20]=[CH:21][C:22]([Cl:25])=[CH:23][CH:24]=2)=[C:8]([CH:10]([CH:11]([N:13]([CH3:14])[CH3:15])[CH3:12])[OH:16])[CH:9]=1, predict the reactants needed to synthesize it. The reactants are: [BH4-].[Na+].[Br:3][C:4]1[CH:5]=[CH:6][C:7]([O:17][CH2:18][C:19]2[CH:24]=[CH:23][C:22]([Cl:25])=[CH:21][CH:20]=2)=[C:8]([C:10](=[O:16])[CH:11]([N:13]([CH3:15])[CH3:14])[CH3:12])[CH:9]=1. (2) Given the product [CH2:16]([O:23][C:24](=[O:37])[C@H:25]([O:9][C:6]1[CH:7]=[CH:8][C:3]([O:2][CH3:1])=[C:4]([O:10][CH2:11][CH2:12][CH2:13][O:14][CH3:15])[CH:5]=1)[CH:26]([CH3:27])[CH3:28])[C:17]1[CH:22]=[CH:21][CH:20]=[CH:19][CH:18]=1, predict the reactants needed to synthesize it. The reactants are: [CH3:1][O:2][C:3]1[CH:8]=[CH:7][C:6]([OH:9])=[CH:5][C:4]=1[O:10][CH2:11][CH2:12][CH2:13][O:14][CH3:15].[CH2:16]([O:23][C:24](=[O:37])[C@@H:25](OS(C(F)(F)F)(=O)=O)[CH:26]([CH3:28])[CH3:27])[C:17]1[CH:22]=[CH:21][CH:20]=[CH:19][CH:18]=1.C([O-])([O-])=O.[K+].[K+]. (3) Given the product [NH2:1][C:2]1[N:3]=[C:4]([C:20]2[O:21][CH:22]=[CH:23][CH:24]=2)[C:5]([C:13]2[CH:14]=[CH:15][C:16](=[O:19])[N:17]([CH2:26][CH2:27][CH2:28][OH:29])[CH:18]=2)=[C:6]([C:8]2[O:9][CH:10]=[CH:11][CH:12]=2)[N:7]=1, predict the reactants needed to synthesize it. The reactants are: [NH2:1][C:2]1[N:7]=[C:6]([C:8]2[O:9][CH:10]=[CH:11][CH:12]=2)[C:5]([C:13]2[CH:14]=[CH:15][C:16](=[O:19])[NH:17][CH:18]=2)=[C:4]([C:20]2[O:21][CH:22]=[CH:23][CH:24]=2)[N:3]=1.I[CH2:26][CH2:27][CH2:28][OH:29]. (4) Given the product [C:1]1([S:7]([O:10][C:11]2[CH:12]=[CH:13][CH:14]=[C:15]3[C:20]=2[O:19][C:18](=[O:21])[C:17]([NH2:22])=[CH:16]3)(=[O:8])=[O:9])[CH:2]=[CH:3][CH:4]=[CH:5][CH:6]=1, predict the reactants needed to synthesize it. The reactants are: [C:1]1([S:7]([O:10][C:11]2[CH:12]=[CH:13][CH:14]=[C:15]3[C:20]=2[O:19][C:18](=[O:21])[C:17]([NH:22]C(=O)C)=[CH:16]3)(=[O:9])=[O:8])[CH:6]=[CH:5][CH:4]=[CH:3][CH:2]=1.S(=O)(=O)(O)O.O. (5) Given the product [N:4]1([C:39]([C:38]2[CH:37]=[C:36]([CH:44]=[CH:43][CH:42]=2)[CH2:35][N:12]2[CH:13]=[C:14]([C:17]3[O:21][N:20]=[C:19]([C:22]4[CH:27]=[CH:26][C:25]([C:28]([CH3:34])([CH3:33])[C:29]([F:30])([F:32])[F:31])=[CH:24][CH:23]=4)[N:18]=3)[CH:15]=[CH:16][C:11]2=[O:10])=[O:40])[CH2:5][CH2:7][CH2:9][CH2:8]1, predict the reactants needed to synthesize it. The reactants are: C([N:4]([CH2:8][CH3:9])[CH:5]([CH3:7])C)(C)C.[O:10]=[C:11]1[CH:16]=[CH:15][C:14]([C:17]2[O:21][N:20]=[C:19]([C:22]3[CH:27]=[CH:26][C:25]([C:28]([CH3:34])([CH3:33])[C:29]([F:32])([F:31])[F:30])=[CH:24][CH:23]=3)[N:18]=2)=[CH:13][N:12]1[CH2:35][C:36]1[CH:37]=[C:38]([CH:42]=[CH:43][CH:44]=1)[C:39](Cl)=[O:40].N1CCCC1.C(OCC)(=O)C.